From a dataset of Full USPTO retrosynthesis dataset with 1.9M reactions from patents (1976-2016). Predict the reactants needed to synthesize the given product. The reactants are: [CH2:1]([O:3][C:4](=[O:18])[C:5](=[N:11][NH:12][CH2:13][CH2:14][CH:15]([CH3:17])[CH3:16])[C:6]1[S:7][CH:8]=[CH:9][CH:10]=1)[CH3:2].Cl[C:20]([O:22][CH2:23][C:24]1[CH:29]=[CH:28][CH:27]=[CH:26][CH:25]=1)=[O:21]. Given the product [CH2:1]([O:3][C:4](=[O:18])[C:5](=[N:11][N:12]([C:20]([O:22][CH2:23][C:24]1[CH:29]=[CH:28][CH:27]=[CH:26][CH:25]=1)=[O:21])[CH2:13][CH2:14][CH:15]([CH3:17])[CH3:16])[C:6]1[S:7][CH:8]=[CH:9][CH:10]=1)[CH3:2], predict the reactants needed to synthesize it.